This data is from Retrosynthesis with 50K atom-mapped reactions and 10 reaction types from USPTO. The task is: Predict the reactants needed to synthesize the given product. (1) Given the product COC(=O)NCCCn1nc(C(C)NC2CC2)cc1-c1ccccn1, predict the reactants needed to synthesize it. The reactants are: COC(=O)NCCCn1nc(C(C)=O)cc1-c1ccccn1.NC1CC1. (2) The reactants are: C=O.COc1ccc2c(c1)CNCC2c1ccccc1. Given the product COc1ccc2c(c1)CN(C)CC2c1ccccc1, predict the reactants needed to synthesize it. (3) Given the product CCOC(=O)C1(NCc2cccc(O[Si](C)(C)C(C)(C)C)c2)CC1, predict the reactants needed to synthesize it. The reactants are: CC(C)(C)[Si](C)(C)Oc1cccc(C=O)c1.CCOC(=O)C1(N)CC1. (4) Given the product CC(=O)NC[C@H]1CN(c2ccc(N3CCC(C#N)(Nc4ccc([N+](=O)[O-])cc4)C(C)(C)C3)c(F)c2)C(=O)O1, predict the reactants needed to synthesize it. The reactants are: CC(=O)NC[C@H]1CN(c2ccc(N3CCC(=O)C(C)(C)C3)c(F)c2)C(=O)O1.Nc1ccc([N+](=O)[O-])cc1.[C-]#N.